From a dataset of Reaction yield outcomes from USPTO patents with 853,638 reactions. Predict the reaction yield, written as a fraction of the theoretical maximum amount of product (1.0 means a 100% yield; for example, 0.34 means a 34% yield). (1) The reactants are Cl[C:2]1[N:7]=[C:6]([Cl:8])[C:5]([C:9]([O:11][CH3:12])=[O:10])=[C:4]([NH:13][C:14]2[CH:15]=[C:16]([CH3:20])[CH:17]=[CH:18][CH:19]=2)[N:3]=1.C(N(C(C)C)C(C)C)C.[CH2:30]([N:32]1[CH2:37][CH2:36][NH:35][CH2:34][CH2:33]1)[CH3:31].C([O-])(O)=O.[Na+]. The catalyst is C1COCC1. The product is [Cl:8][C:6]1[C:5]([C:9]([O:11][CH3:12])=[O:10])=[C:4]([NH:13][C:14]2[CH:15]=[C:16]([CH3:20])[CH:17]=[CH:18][CH:19]=2)[N:3]=[C:2]([N:35]2[CH2:36][CH2:37][N:32]([CH2:30][CH3:31])[CH2:33][CH2:34]2)[N:7]=1. The yield is 0.240. (2) The yield is 0.480. The reactants are [CH3:1][S:2][C:3]1[CH:7]=[C:6]([NH2:8])[NH:5][N:4]=1.[Cl:9][C:10]1[N:15]=[C:14](Cl)[C:13]([Cl:17])=[CH:12][N:11]=1.CCN(CC)CC. The catalyst is CCO. The product is [Cl:9][C:10]1[N:15]=[C:14]([NH:8][C:6]2[CH:7]=[C:3]([S:2][CH3:1])[NH:4][N:5]=2)[C:13]([Cl:17])=[CH:12][N:11]=1. (3) The reactants are [F:1][C:2]1[C:11]([CH3:12])=[C:10]2[C:5]([CH:6]=[C:7]([C@@H:25]([NH2:27])[CH3:26])[C:8]([N:13]3[CH2:18][CH2:17][N:16]([C:19]4[CH:24]=[CH:23][CH:22]=[CH:21][N:20]=4)[CH2:15][CH2:14]3)=[N:9]2)=[CH:4][CH:3]=1.Cl[C:29]1[C:30]2[N:38]=[CH:37][CH:36]=[CH:35][C:31]=2[N:32]=[CH:33][N:34]=1.CCN(C(C)C)C(C)C. The catalyst is CN1C(=O)CCC1. The product is [F:1][C:2]1[C:11]([CH3:12])=[C:10]2[C:5]([CH:6]=[C:7]([C@@H:25]([NH:27][C:29]3[C:30]4[N:38]=[CH:37][CH:36]=[CH:35][C:31]=4[N:32]=[CH:33][N:34]=3)[CH3:26])[C:8]([N:13]3[CH2:14][CH2:15][N:16]([C:19]4[CH:24]=[CH:23][CH:22]=[CH:21][N:20]=4)[CH2:17][CH2:18]3)=[N:9]2)=[CH:4][CH:3]=1. The yield is 0.580.